This data is from Catalyst prediction with 721,799 reactions and 888 catalyst types from USPTO. The task is: Predict which catalyst facilitates the given reaction. Reactant: [O:1]1[CH2:5][CH2:4][O:3][CH:2]1[C:6]1[CH:7]=[C:8]([CH:15]=O)[S:9][C:10]=1[Si:11]([CH3:14])([CH3:13])[CH3:12].C1(P(=[CH:36][C:37]([O:39][CH3:40])=[O:38])(C2C=CC=CC=2)C2C=CC=CC=2)C=CC=CC=1. Product: [O:3]1[CH2:4][CH2:5][O:1][CH:2]1[C:6]1[CH:7]=[C:8](/[CH:15]=[CH:36]/[C:37]([O:39][CH3:40])=[O:38])[S:9][C:10]=1[Si:11]([CH3:12])([CH3:13])[CH3:14]. The catalyst class is: 22.